Dataset: Full USPTO retrosynthesis dataset with 1.9M reactions from patents (1976-2016). Task: Predict the reactants needed to synthesize the given product. (1) The reactants are: [CH:1]1[C:14]2[C:13](=O)[C:12]3[C:7](=CC=C[CH:11]=3)[C:6](=[O:16])[C:5]=2C=CC=1.[CH3:17]C(CC)=O. Given the product [CH3:17][C:12]([CH3:11])=[CH:7][C:6]([CH:5]=[C:14]([CH3:13])[CH3:1])=[O:16], predict the reactants needed to synthesize it. (2) Given the product [OH:32][C:29]1[CH:28]=[CH:27][C:26]([C:8]([C:5]2[CH:4]=[CH:3][C:2]([OH:1])=[CH:7][CH:6]=2)=[C:9]([C:13]2[CH:18]=[CH:17][C:16]([O:19][CH2:20][C:21]([OH:23])=[O:22])=[CH:15][CH:14]=2)[CH2:10][CH2:11][CH3:12])=[CH:31][CH:30]=1, predict the reactants needed to synthesize it. The reactants are: [OH:1][C:2]1[CH:7]=[CH:6][C:5]([C:8]([C:26]2[CH:31]=[CH:30][C:29]([OH:32])=[CH:28][CH:27]=2)=[C:9]([C:13]2[CH:18]=[CH:17][C:16]([O:19][CH2:20][C:21]([O:23]CC)=[O:22])=[CH:15][CH:14]=2)[CH2:10][CH2:11][CH3:12])=[CH:4][CH:3]=1.[OH-].[Na+].C1COCC1. (3) Given the product [CH3:1][O:2][C:3]1[CH:22]=[CH:21][C:6]([CH2:7][N:8]2[C:12]([NH2:13])=[C:11]([C:14]3[CH:15]=[N:16][C:17]([N:23]4[CH2:28][CH2:27][CH2:26][CH2:25][CH2:24]4)=[CH:18][CH:19]=3)[CH:10]=[N:9]2)=[CH:5][CH:4]=1, predict the reactants needed to synthesize it. The reactants are: [CH3:1][O:2][C:3]1[CH:22]=[CH:21][C:6]([CH2:7][N:8]2[C:12]([NH2:13])=[C:11]([C:14]3[CH:15]=[N:16][C:17](F)=[CH:18][CH:19]=3)[CH:10]=[N:9]2)=[CH:5][CH:4]=1.[NH:23]1[CH2:28][CH2:27][CH2:26][CH2:25][CH2:24]1. (4) Given the product [CH3:10][O:11][C:12]1[CH:19]=[CH:18][C:15]([CH2:16][NH:17][CH:3]=[C:4]2[CH2:8][CH2:7][O:6][C:5]2=[O:9])=[CH:14][CH:13]=1, predict the reactants needed to synthesize it. The reactants are: [Na].O[CH:3]=[C:4]1[CH2:8][CH2:7][O:6][C:5]1=[O:9].[CH3:10][O:11][C:12]1[CH:19]=[CH:18][C:15]([CH2:16][NH2:17])=[CH:14][CH:13]=1. (5) Given the product [CH2:1]([O:3][C:4](=[O:5])[CH2:6][N:7]1[CH:8]=[C:9]([C:14](=[O:16])[NH:38][C:35]2[CH:34]=[CH:33][C:32]([N:25]3[C:26]([C:28]([F:30])([F:31])[F:29])=[CH:27][C:23]([C:19]4[CH:18]=[N:17][CH:22]=[CH:21][CH:20]=4)=[N:24]3)=[CH:37][N:36]=2)[CH:10]=[CH:11][C:12]1=[O:13])[CH3:2], predict the reactants needed to synthesize it. The reactants are: [CH2:1]([O:3][C:4]([CH2:6][N:7]1[C:12](=[O:13])[CH:11]=[CH:10][C:9]([C:14]([OH:16])=O)=[CH:8]1)=[O:5])[CH3:2].[N:17]1[CH:22]=[CH:21][CH:20]=[C:19]([C:23]2[CH:27]=[C:26]([C:28]([F:31])([F:30])[F:29])[N:25]([C:32]3[CH:33]=[CH:34][C:35]([NH2:38])=[N:36][CH:37]=3)[N:24]=2)[CH:18]=1.